This data is from Retrosynthesis with 50K atom-mapped reactions and 10 reaction types from USPTO. The task is: Predict the reactants needed to synthesize the given product. (1) Given the product CCC(CC)c1nn(Cc2ccccc2)cc1C=O, predict the reactants needed to synthesize it. The reactants are: CCC(CC)c1nn(Cc2ccccc2)cc1CO. (2) Given the product CCNc1cc(-c2ccc3ncc4c(c3c2)n(-c2cn(C)nc2C)c(=O)n4C)cnc1COC, predict the reactants needed to synthesize it. The reactants are: CCNc1cc(-c2ccc3ncc4c(c3c2)n(-c2cn(C)nc2C)c(=O)n4C)cnc1CO.CI.